Dataset: Forward reaction prediction with 1.9M reactions from USPTO patents (1976-2016). Task: Predict the product of the given reaction. (1) Given the reactants [Na:1].[CH3:2][C:3]1[C:4]([CH2:20][S:21]([C:23]2[NH:27][C:26]3[CH:28]=[CH:29][CH:30]=[CH:31][C:25]=3[N:24]=2)=[O:22])=[N:5][CH:6]=[CH:7][C:8]=1[O:9]CCC1(CCC)OCCO1.ClC1C=C[N+]([O-])=C(C)C=1C.[CH2:42]([C:44]1([CH2:49]O)[O:48][CH2:47][CH2:46][O:45]1)[CH3:43], predict the reaction product. The product is: [Na:1].[CH2:42]([C:44]1([CH2:49][O:9][C:8]2[CH:7]=[CH:6][N:5]=[C:4]([CH2:20][S:21]([C:23]3[NH:27][C:26]4[CH:28]=[CH:29][CH:30]=[CH:31][C:25]=4[N:24]=3)=[O:22])[C:3]=2[CH3:2])[O:48][CH2:47][CH2:46][O:45]1)[CH3:43]. (2) Given the reactants [CH3:1][O:2][C:3]1[CH:8]=[CH:7][C:6]([SH:9])=[CH:5][CH:4]=1.C(N(CC)CC)C.O1CCCC1.Br[CH2:23][C:24]([O:26][CH2:27][CH3:28])=[O:25], predict the reaction product. The product is: [CH3:1][O:2][C:3]1[CH:8]=[CH:7][C:6]([S:9][CH2:23][C:24]([O:26][CH2:27][CH3:28])=[O:25])=[CH:5][CH:4]=1. (3) Given the reactants Cl.COC(=O)C1C=CC([CH2:11][O:12][C:13]2[CH:18]=[CH:17][C:16]([CH2:19][C@H:20]([NH2:38])[C:21]3[N:22]([CH2:34][CH2:35][CH2:36][CH3:37])[CH:23]=[C:24]([C:26]4[CH:31]=[CH:30][C:29]([Cl:32])=[CH:28][C:27]=4[Cl:33])[N:25]=3)=[CH:15][CH:14]=2)=CC=1.[C:40]([OH:48])(=[O:47])[CH2:41][CH2:42][CH2:43][CH2:44][CH2:45][CH3:46], predict the reaction product. The product is: [CH2:34]([N:22]1[CH:23]=[C:24]([C:26]2[CH:31]=[CH:30][C:29]([Cl:32])=[CH:28][C:27]=2[Cl:33])[N:25]=[C:21]1[C@@H:20]([NH:38][C:13](=[O:12])[CH2:14][CH2:15][CH2:16][CH2:19][CH2:20][CH3:21])[CH2:19][C:16]1[CH:15]=[CH:14][C:13]([O:12][CH2:11][C:44]2[CH:45]=[CH:46][C:41]([C:40]([OH:48])=[O:47])=[CH:42][CH:43]=2)=[CH:18][CH:17]=1)[CH2:35][CH2:36][CH3:37]. (4) Given the reactants [OH:1][C:2]1[CH:11]=[CH:10][C:5]([C:6]([O:8][CH3:9])=[O:7])=[CH:4][C:3]=1[O:12][CH3:13].Br[CH2:15][CH2:16][CH2:17][CH2:18][Cl:19].C(=O)([O-])[O-].[K+].[K+], predict the reaction product. The product is: [Cl:19][CH2:18][CH2:17][CH2:16][CH2:15][O:1][C:2]1[CH:11]=[CH:10][C:5]([C:6]([O:8][CH3:9])=[O:7])=[CH:4][C:3]=1[O:12][CH3:13]. (5) Given the reactants [NH2:1][C:2](=[O:34])[C:3]([NH:6][C:7](=O)[C:8]1[CH:13]=[CH:12][CH:11]=[C:10]([C:14]2[C:23]3[C:18](=[CH:19][C:20]([O:29]C)=[C:21]4[O:26][C:25]([CH3:28])([CH3:27])[CH2:24][C:22]4=3)[CH2:17][C:16]([CH3:32])([CH3:31])[N:15]=2)[CH:9]=1)([CH3:5])[CH3:4].ClC(Cl)(Cl)C(Cl)=O.[Cl-].[Al+3].[Cl-].[Cl-].[OH-].[Na+], predict the reaction product. The product is: [OH:29][C:20]1[CH:19]=[C:18]2[C:23](=[C:22]3[CH2:24][C:25]([CH3:28])([CH3:27])[O:26][C:21]=13)[C:14]([C:10]1[CH:9]=[C:8]([C:7]3[NH:6][C:3]([CH3:4])([CH3:5])[C:2](=[O:34])[N:1]=3)[CH:13]=[CH:12][CH:11]=1)=[N:15][C:16]([CH3:31])([CH3:32])[CH2:17]2. (6) The product is: [NH2:2][CH2:1][C:3]1[CH:4]=[C:5]([NH:9][C:10](=[O:15])[N:11]([CH2:13][CH3:14])[CH3:12])[CH:6]=[CH:7][CH:8]=1. Given the reactants [C:1]([C:3]1[CH:4]=[C:5]([NH:9][C:10](=[O:15])[N:11]([CH2:13][CH3:14])[CH3:12])[CH:6]=[CH:7][CH:8]=1)#[N:2], predict the reaction product. (7) Given the reactants Cl[C:2]1[N:7]=[N:6][C:5]([C:8]2[CH:13]=[CH:12][C:11]([OH:14])=[CH:10][CH:9]=2)=[CH:4][CH:3]=1.[NH2:15][C:16]1[CH:21]=[CH:20][CH:19]=[CH:18][CH:17]=1, predict the reaction product. The product is: [C:16]1([NH:15][C:2]2[N:7]=[N:6][C:5]([C:8]3[CH:13]=[CH:12][C:11]([OH:14])=[CH:10][CH:9]=3)=[CH:4][CH:3]=2)[CH:21]=[CH:20][CH:19]=[CH:18][CH:17]=1.